Dataset: Catalyst prediction with 721,799 reactions and 888 catalyst types from USPTO. Task: Predict which catalyst facilitates the given reaction. (1) Reactant: [CH2:1]([C:5]1[C:14]2[C:9](=[CH:10][CH:11]=[CH:12][CH:13]=2)[N:8]=[CH:7][C:6]=1[N+:15]([O-])=O)[CH:2]([CH3:4])[CH3:3]. Product: [CH2:1]([C:5]1[C:14]2[C:9](=[CH:10][CH:11]=[CH:12][CH:13]=2)[N:8]=[CH:7][C:6]=1[NH2:15])[CH:2]([CH3:4])[CH3:3]. The catalyst class is: 787. (2) Reactant: [C:1]1([C:28]2[CH:33]=[CH:32][CH:31]=[CH:30][CH:29]=2)[CH:6]=[CH:5][C:4]([C@@H:7]2[CH2:9][C@H:8]2[N:10]([CH2:18][C:19]([N:21]2[CH2:26][CH2:25][N:24]([CH3:27])[CH2:23][CH2:22]2)=[O:20])C(=O)OC(C)(C)C)=[CH:3][CH:2]=1.O(CC)CC.Cl. Product: [C:1]1([C:28]2[CH:33]=[CH:32][CH:31]=[CH:30][CH:29]=2)[CH:2]=[CH:3][C:4]([C@@H:7]2[CH2:9][C@H:8]2[NH:10][CH2:18][C:19]([N:21]2[CH2:26][CH2:25][N:24]([CH3:27])[CH2:23][CH2:22]2)=[O:20])=[CH:5][CH:6]=1. The catalyst class is: 28. (3) Reactant: [CH3:1][C:2]1[N:3]([CH2:29][C:30]([O:32]CC)=[O:31])[C:4]([CH3:28])=[C:5]([CH2:13][C:14]2[CH:19]=[CH:18][CH:17]=[CH:16][C:15]=2[S:20]([N:23]2[CH2:27][CH2:26][CH2:25][CH2:24]2)(=[O:22])=[O:21])[C:6]=1[C:7]1[CH:12]=[CH:11][CH:10]=[CH:9][CH:8]=1.[OH-].[Na+]. Product: [CH3:1][C:2]1[N:3]([CH2:29][C:30]([OH:32])=[O:31])[C:4]([CH3:28])=[C:5]([CH2:13][C:14]2[CH:19]=[CH:18][CH:17]=[CH:16][C:15]=2[S:20]([N:23]2[CH2:27][CH2:26][CH2:25][CH2:24]2)(=[O:21])=[O:22])[C:6]=1[C:7]1[CH:12]=[CH:11][CH:10]=[CH:9][CH:8]=1. The catalyst class is: 30.